This data is from Full USPTO retrosynthesis dataset with 1.9M reactions from patents (1976-2016). The task is: Predict the reactants needed to synthesize the given product. (1) Given the product [Cl:37][C:32]1[CH:31]=[C:30]([S:27]([N:9]([CH2:8][C:6]([O:5][C:1]([CH3:4])([CH3:3])[CH3:2])=[O:7])[C:10]2[CH:11]=[C:12]3[C:16](=[CH:17][CH:18]=2)[N:15]([C:19](=[O:22])[NH:20][CH3:21])[CH2:14][CH:13]3[CH2:23][OH:24])(=[O:29])=[O:28])[CH:35]=[C:34]([Cl:36])[CH:33]=1, predict the reactants needed to synthesize it. The reactants are: [C:1]([O:5][C:6]([CH2:8][N:9]([S:27]([C:30]1[CH:35]=[C:34]([Cl:36])[CH:33]=[C:32]([Cl:37])[CH:31]=1)(=[O:29])=[O:28])[C:10]1[CH:11]=[C:12]2[C:16](=[CH:17][CH:18]=1)[N:15]([C:19](=[O:22])[NH:20][CH3:21])[CH2:14][CH:13]2[C:23](OC)=[O:24])=[O:7])([CH3:4])([CH3:3])[CH3:2].[BH4-].[Li+].C(OCC)(=O)C.C(O)(=O)CC(CC(O)=O)(C(O)=O)O. (2) The reactants are: Br[CH2:2][C:3]1[C:12]2[C:7](=[C:8]([F:14])[C:9](F)=[CH:10][CH:11]=2)[NH:6][C:5](=[O:15])[CH:4]=1.[Cl:16][C:17]1[CH:18]=[C:19]([CH:21]=[CH:22][C:23]=1[O:24][CH3:25])[NH2:20].[CH3:26][C:27]1[N:28]=[CH:29][S:30][C:31]=1[C:32](O)=[O:33]. Given the product [Cl:16][C:17]1[CH:18]=[C:19]([N:20]([CH2:2][C:3]2[C:12]3[C:7](=[C:8]([F:14])[CH:9]=[CH:10][CH:11]=3)[NH:6][C:5](=[O:15])[CH:4]=2)[C:32]([C:31]2[S:30][CH:29]=[N:28][C:27]=2[CH3:26])=[O:33])[CH:21]=[CH:22][C:23]=1[O:24][CH3:25], predict the reactants needed to synthesize it. (3) Given the product [CH:1]1([NH:7][C:8]([C:10]2[C:18]3[C:13](=[N:14][CH:15]=[C:16]([CH:19]4[CH2:21][CH2:20]4)[N:17]=3)[NH:12][CH:11]=2)=[O:9])[CH2:2][CH2:3][CH2:4][CH2:5][CH2:6]1, predict the reactants needed to synthesize it. The reactants are: [CH:1]1([NH:7][C:8]([C:10]2[C:18]3[C:13](=[N:14][CH:15]=[C:16]([CH:19]4[CH2:21][CH2:20]4)[N:17]=3)[N:12](COCC[Si](C)(C)C)[CH:11]=2)=[O:9])[CH2:6][CH2:5][CH2:4][CH2:3][CH2:2]1.FC(F)(F)C(O)=O. (4) Given the product [F:1][C:2]1[CH:7]=[CH:6][C:5]([O:8][C:9](=[O:24])[N:10]([C@H:12]2[C@H:16]([C:17]3[CH:22]=[CH:21][C:20]([Cl:23])=[CH:19][CH:18]=3)[CH2:15][N:14]([C:30]([CH:27]3[CH2:28][CH2:29][O:25][CH2:26]3)=[O:31])[CH2:13]2)[CH3:11])=[CH:4][CH:3]=1, predict the reactants needed to synthesize it. The reactants are: [F:1][C:2]1[CH:7]=[CH:6][C:5]([O:8][C:9](=[O:24])[N:10]([C@H:12]2[C@H:16]([C:17]3[CH:22]=[CH:21][C:20]([Cl:23])=[CH:19][CH:18]=3)[CH2:15][NH:14][CH2:13]2)[CH3:11])=[CH:4][CH:3]=1.[O:25]1[CH2:29][CH2:28][CH:27]([C:30](O)=[O:31])[CH2:26]1. (5) Given the product [CH3:9][O:8][C:7]1[N:6]=[C:5]([NH2:10])[CH:4]=[CH:3][C:2]=1[N:15]1[CH:16]=[C:12]([CH3:11])[N:13]=[CH:14]1, predict the reactants needed to synthesize it. The reactants are: Br[C:2]1[CH:3]=[CH:4][C:5]([NH2:10])=[N:6][C:7]=1[O:8][CH3:9].[CH3:11][C:12]1[N:13]=[CH:14][NH:15][CH:16]=1. (6) The reactants are: [Cl:1][C:2]1[CH:7]=[CH:6][C:5]([O:8][C:9](=[O:26])[N:10]([CH2:12][C@H:13]2[CH2:18][CH2:17][C@H:16]([CH2:19][O:20][CH2:21][CH2:22][CH2:23][CH2:24]Br)[CH2:15][CH2:14]2)[CH3:11])=[CH:4][CH:3]=1.[OH:27][CH2:28][CH2:29][NH:30][CH3:31]. Given the product [Cl:1][C:2]1[CH:7]=[CH:6][C:5]([O:8][C:9](=[O:26])[N:10]([CH2:12][C@H:13]2[CH2:18][CH2:17][C@H:16]([CH2:19][O:20][CH2:21][CH2:22][CH2:23][CH2:24][N:30]([CH2:29][CH2:28][OH:27])[CH3:31])[CH2:15][CH2:14]2)[CH3:11])=[CH:4][CH:3]=1, predict the reactants needed to synthesize it. (7) The reactants are: [CH:1]1([N:4]([CH:6]2[C:15]3[C:10](=[CH:11][C:12]([C:16]#[C:17][Si](C)(C)C)=[CH:13][CH:14]=3)[C:9]([CH3:23])([CH3:22])[CH2:8][CH2:7]2)[CH3:5])[CH2:3][CH2:2]1.C(=O)([O-])[O-].[K+].[K+]. Given the product [CH:1]1([N:4]([CH:6]2[C:15]3[C:10](=[CH:11][C:12]([C:16]#[CH:17])=[CH:13][CH:14]=3)[C:9]([CH3:23])([CH3:22])[CH2:8][CH2:7]2)[CH3:5])[CH2:3][CH2:2]1, predict the reactants needed to synthesize it. (8) Given the product [C:1]([O:9][CH:10]1[CH2:14][CH2:13][CH:12]([N:30]=[N+:31]=[N-:32])[CH2:11]1)(=[O:8])[C:2]1[CH:7]=[CH:6][CH:5]=[CH:4][CH:3]=1, predict the reactants needed to synthesize it. The reactants are: [C:1]([O:9][CH:10]1[CH2:14][CH2:13][CH:12](O)[CH2:11]1)(=[O:8])[C:2]1[CH:7]=[CH:6][CH:5]=[CH:4][CH:3]=1.C1(P([N:30]=[N+:31]=[N-:32])(C2C=CC=CC=2)=O)C=CC=CC=1.N(C(OCC)=O)=NC(OCC)=O.C1(P(C2C=CC=CC=2)C2C=CC=CC=2)C=CC=CC=1.